From a dataset of Catalyst prediction with 721,799 reactions and 888 catalyst types from USPTO. Predict which catalyst facilitates the given reaction. Reactant: [N:1]1([CH2:6][C:7]2[CH:23]=[CH:22][C:10]([CH2:11][N:12]3[CH:20]=[C:19]4[C:14]([N:15]=[CH:16][N:17]=[C:18]4Cl)=[N:13]3)=[CH:9][CH:8]=2)[CH:5]=[CH:4][CH:3]=[N:2]1.[NH2:24][CH2:25][C:26]1[CH:31]=[CH:30][CH:29]=[CH:28][C:27]=1[CH2:32][C:33]([OH:35])=[O:34].CCN(C(C)C)C(C)C. The catalyst class is: 9. Product: [N:1]1([CH2:6][C:7]2[CH:23]=[CH:22][C:10]([CH2:11][N:12]3[CH:20]=[C:19]4[C:14]([N:15]=[CH:16][N:17]=[C:18]4[NH:24][CH2:25][C:26]4[CH:31]=[CH:30][CH:29]=[CH:28][C:27]=4[CH2:32][C:33]([OH:35])=[O:34])=[N:13]3)=[CH:9][CH:8]=2)[CH:5]=[CH:4][CH:3]=[N:2]1.